From a dataset of Forward reaction prediction with 1.9M reactions from USPTO patents (1976-2016). Predict the product of the given reaction. (1) Given the reactants [Br:1][C:2]1[CH:10]=[CH:9][CH:8]=[C:7]2[C:3]=1[CH:4]([CH3:12])[CH2:5][C:6]2=O.C1COCC1.CO.[BH4-].[Na+], predict the reaction product. The product is: [Br:1][C:2]1[CH:10]=[CH:9][CH:8]=[C:7]2[C:3]=1[CH:4]([CH3:12])[CH:5]=[CH:6]2. (2) Given the reactants FC(F)(F)S(O[C:7]1[C:12]([CH3:13])=[CH:11][C:10]([N+:14]([O-:16])=[O:15])=[CH:9][C:8]=1[Br:17])(=O)=O.[CH2:20](C([Sn])=C(CCCC)CCCC)[CH2:21]CC.[Li+].[Cl-].[OH-].[Na+], predict the reaction product. The product is: [Br:17][C:8]1[CH:9]=[C:10]([N+:14]([O-:16])=[O:15])[CH:11]=[C:12]([CH3:13])[C:7]=1[CH:20]=[CH2:21]. (3) Given the reactants [Br:1][C:2]1[C:7]([Cl:8])=[CH:6][N:5]=[C:4]([NH2:9])[CH:3]=1.[I:10]Cl, predict the reaction product. The product is: [Br:1][C:2]1[C:7]([Cl:8])=[CH:6][N:5]=[C:4]([NH2:9])[C:3]=1[I:10]. (4) Given the reactants [CH:1]1(C(O)=O)[CH2:5][CH:4]=[CH:3][CH2:2]1.C1C=CC(P(N=[N+]=[N-])(C2C=CC=CC=2)=[O:16])=CC=1.CC[N:28]([CH2:31]C)CC.[CH2:33]([OH:40])[C:34]1[CH:39]=[CH:38][CH:37]=[CH:36][CH:35]=1, predict the reaction product. The product is: [CH2:33]([O:40][C:31](=[O:16])[NH:28][CH:1]1[CH2:2][CH:3]=[CH:4][CH2:5]1)[C:34]1[CH:39]=[CH:38][CH:37]=[CH:36][CH:35]=1. (5) Given the reactants Cl[CH:2]([C:14]1[CH:19]=[CH:18][CH:17]=[CH:16][CH:15]=1)[C:3]([C:5]1[C:13]2[C:8](=[CH:9][CH:10]=[CH:11][CH:12]=2)[NH:7][CH:6]=1)=[O:4].[CH3:20][NH:21][C:22]1[CH:27]=[CH:26][CH:25]=[C:24]([O:28][CH3:29])[CH:23]=1.CCN(C(C)C)C(C)C, predict the reaction product. The product is: [NH:7]1[C:8]2[C:13](=[CH:12][CH:11]=[CH:10][CH:9]=2)[C:5]([C:3](=[O:4])[CH:2]([N:21]([C:22]2[CH:27]=[CH:26][CH:25]=[C:24]([O:28][CH3:29])[CH:23]=2)[CH3:20])[C:14]2[CH:19]=[CH:18][CH:17]=[CH:16][CH:15]=2)=[CH:6]1. (6) Given the reactants [NH:1]1[CH2:6][CH2:5][CH:4]([CH2:7][O:8][C:9]2[C:13]3[C:14]([O:18][CH:19]4[CH2:24][CH2:23][O:22][CH2:21][CH2:20]4)=[CH:15][CH:16]=[CH:17][C:12]=3[O:11][N:10]=2)[CH2:3][CH2:2]1.[CH:25]([C@H:27]1[CH2:32][CH2:31][C@H:30]([C:33]([O:35][CH3:36])=[O:34])[CH2:29][CH2:28]1)=O.C(C1(C(OC)=O)CCC1)=O, predict the reaction product. The product is: [O:22]1[CH2:23][CH2:24][CH:19]([O:18][C:14]2[C:13]3[C:9]([O:8][CH2:7][CH:4]4[CH2:3][CH2:2][N:1]([CH2:25][C@H:27]5[CH2:28][CH2:29][C@H:30]([C:33]([O:35][CH3:36])=[O:34])[CH2:31][CH2:32]5)[CH2:6][CH2:5]4)=[N:10][O:11][C:12]=3[CH:17]=[CH:16][CH:15]=2)[CH2:20][CH2:21]1. (7) Given the reactants O[C:2]1[C:11]2[C:6](=[N:7][CH:8]=[CH:9][CH:10]=2)[N:5]([C:12]2[CH:17]=[CH:16][CH:15]=[C:14]([C:18]([F:21])([F:20])[F:19])[CH:13]=2)[C:4](=[O:22])[C:3]=1[C:23](=O)[CH2:24][C:25]1[CH:30]=[CH:29][CH:28]=[C:27]([C:31]([F:34])([F:33])[F:32])[CH:26]=1.O.[NH2:37][NH2:38].C(=O)([O-])O.[Na+], predict the reaction product. The product is: [F:32][C:31]([F:33])([F:34])[C:27]1[CH:26]=[C:25]([CH:30]=[CH:29][CH:28]=1)[CH2:24][C:23]1[C:3]2[C:4](=[O:22])[N:5]([C:12]3[CH:17]=[CH:16][CH:15]=[C:14]([C:18]([F:19])([F:21])[F:20])[CH:13]=3)[C:6]3[N:7]=[CH:8][CH:9]=[CH:10][C:11]=3[C:2]=2[NH:38][N:37]=1. (8) The product is: [F:29][C:2]([F:1])([F:28])[C:3]1[CH:8]=[CH:7][C:6]([C:9]2[N:14]=[CH:13][N:12]=[C:11]([O:15][C:16]3[CH:25]=[C:24]4[C:19]([CH:20]=[C:21]([CH:26]([OH:27])[CH3:30])[CH:22]=[N:23]4)=[CH:18][CH:17]=3)[CH:10]=2)=[CH:5][CH:4]=1. Given the reactants [F:1][C:2]([F:29])([F:28])[C:3]1[CH:8]=[CH:7][C:6]([C:9]2[N:14]=[CH:13][N:12]=[C:11]([O:15][C:16]3[CH:25]=[C:24]4[C:19]([CH:20]=[C:21]([CH:26]=[O:27])[CH:22]=[N:23]4)=[CH:18][CH:17]=3)[CH:10]=2)=[CH:5][CH:4]=1.[CH3:30][Mg]Br.[NH4+].[Cl-], predict the reaction product. (9) Given the reactants [CH2:1]1[CH:5]2[CH2:6][CH:7]([NH2:8])[CH:3]([CH2:4]2)[CH2:2]1.[OH-].[Na+].Cl[CH2:12][CH:13]([OH:19])[CH2:14][S:15]([OH:18])(=[O:17])=[O:16].[Na], predict the reaction product. The product is: [CH:3]12[CH2:4][CH:5]([CH2:1][CH2:2]1)[CH2:6][CH:7]2[NH:8][CH2:12][CH:13]([OH:19])[CH2:14][S:15]([OH:18])(=[O:17])=[O:16].